This data is from Full USPTO retrosynthesis dataset with 1.9M reactions from patents (1976-2016). The task is: Predict the reactants needed to synthesize the given product. (1) Given the product [ClH:1].[Cl:1][C:2]1[C:7]([Cl:8])=[CH:6][CH:5]=[CH:4][C:3]=1[O:9][C@@H:10]1[CH2:11][C@H:12]([NH2:14])[CH2:13]1, predict the reactants needed to synthesize it. The reactants are: [Cl:1][C:2]1[C:7]([Cl:8])=[CH:6][CH:5]=[CH:4][C:3]=1[O:9][C@@H:10]1[CH2:13][C@H:12]([NH:14]C(=O)OC(C)(C)C)[CH2:11]1.Cl.C(OCC)C. (2) Given the product [C:58]([O:62][C:63](=[O:64])[N:65]=[C:66]([NH:68][C:69]([O:71][C:72]([CH3:75])([CH3:74])[CH3:73])=[O:70])[NH:67][CH2:34][CH2:33][CH2:32][C:28]1[CH:27]=[C:26]([F:36])[C:25]([CH2:24][S:23][C:14]2[N:15]([C:16]3[CH:21]=[CH:20][C:19]([F:22])=[CH:18][CH:17]=3)[C:11]([C:8]([C:5]3[CH:6]=[CH:7][C:2]([Cl:1])=[C:3]([O:37][CH3:38])[CH:4]=3)([CH3:9])[CH3:10])=[CH:12][N:13]=2)=[C:30]([F:31])[CH:29]=1)([CH3:61])([CH3:60])[CH3:59], predict the reactants needed to synthesize it. The reactants are: [Cl:1][C:2]1[CH:7]=[CH:6][C:5]([C:8]([C:11]2[N:15]([C:16]3[CH:21]=[CH:20][C:19]([F:22])=[CH:18][CH:17]=3)[C:14]([S:23][CH2:24][C:25]3[C:30]([F:31])=[CH:29][C:28]([CH2:32][CH2:33][CH2:34]O)=[CH:27][C:26]=3[F:36])=[N:13][CH:12]=2)([CH3:10])[CH3:9])=[CH:4][C:3]=1[O:37][CH3:38].C1C=CC(P(C2C=CC=CC=2)C2C=CC=CC=2)=CC=1.[C:58]([O:62][C:63]([NH:65][C:66]([NH:68][C:69]([O:71][C:72]([CH3:75])([CH3:74])[CH3:73])=[O:70])=[NH:67])=[O:64])([CH3:61])([CH3:60])[CH3:59].N(C(OC(C)C)=O)=NC(OC(C)C)=O. (3) Given the product [CH2:1]([C:9]1([CH2:25][CH2:26][CH2:27][CH2:28][CH2:29][CH2:30][CH2:31][CH3:32])[C:21]2[CH:20]=[C:19]([C:22]([Cl:35])=[O:23])[CH:18]=[CH:17][C:16]=2[C:15]2[C:10]1=[CH:11][CH:12]=[CH:13][CH:14]=2)[CH2:2][CH2:3][CH2:4][CH2:5][CH2:6][CH2:7][CH3:8], predict the reactants needed to synthesize it. The reactants are: [CH2:1]([C:9]1([CH2:25][CH2:26][CH2:27][CH2:28][CH2:29][CH2:30][CH2:31][CH3:32])[C:21]2[CH:20]=[C:19]([C:22](O)=[O:23])[CH:18]=[CH:17][C:16]=2[C:15]2[C:10]1=[CH:11][CH:12]=[CH:13][CH:14]=2)[CH2:2][CH2:3][CH2:4][CH2:5][CH2:6][CH2:7][CH3:8].S(Cl)([Cl:35])=O. (4) Given the product [Cl:1][C:2]1[N:3]=[CH:4][C:5]([C:9]([OH:11])=[O:10])=[N:6][C:7]=1[CH3:8], predict the reactants needed to synthesize it. The reactants are: [Cl:1][C:2]1[N:3]=[CH:4][C:5]([C:9]([O:11]C)=[O:10])=[N:6][C:7]=1[CH3:8].C[Si](C)(C)[O-].[K+].Cl. (5) Given the product [Cl:1][C:2]1[CH:12]=[C:11]([NH:13][CH:14]([CH3:15])[CH3:17])[C:5]([C:6]([NH:24][CH:25]([C:31](=[O:33])[CH3:32])[C:26]([O:28][CH2:29][CH3:30])=[O:27])=[O:8])=[CH:4][N:3]=1, predict the reactants needed to synthesize it. The reactants are: [Cl:1][C:2]1[CH:12]=[C:11]([NH:13][CH:14]2[CH2:17]C[CH2:15]2)[C:5]([C:6]([O:8]CC)=O)=[CH:4][N:3]=1.C(Cl)(=O)C(Cl)=O.[NH2:24][CH:25]([C:31](=[O:33])[CH3:32])[C:26]([O:28][CH2:29][CH3:30])=[O:27].CN1CCOCC1. (6) Given the product [CH:22]([C:4]1[N:3]=[C:2]([OH:1])[C:7]([C:8]([NH:10][CH2:11][C:12]2[C:21]3[C:16](=[CH:17][CH:18]=[CH:19][CH:20]=3)[CH:15]=[CH:14][CH:13]=2)=[O:9])=[CH:6][N:5]=1)=[O:23], predict the reactants needed to synthesize it. The reactants are: [OH:1][C:2]1[C:7]([C:8]([NH:10][CH2:11][C:12]2[C:21]3[C:16](=[CH:17][CH:18]=[CH:19][CH:20]=3)[CH:15]=[CH:14][CH:13]=2)=[O:9])=[CH:6][N:5]=[C:4]([CH2:22][OH:23])[N:3]=1.